From a dataset of Reaction yield outcomes from USPTO patents with 853,638 reactions. Predict the reaction yield, written as a fraction of the theoretical maximum amount of product (1.0 means a 100% yield; for example, 0.34 means a 34% yield). (1) The reactants are [CH2:1]([O:8][C:9]1[CH:16]=[CH:15][CH:14]=[CH:13][C:10]=1[CH:11]=[O:12])[C:2]1[CH:7]=[CH:6][CH:5]=[CH:4][CH:3]=1.[BH4-].[Na+].[F:19][C:20]1[CH:21]=[C:22]([CH2:28][CH2:29][C:30]([O:32][CH2:33][CH3:34])=[O:31])[CH:23]=[C:24]([F:27])[C:25]=1O.C(P(CCCC)CCCC)CCC.N(C(N1CCCCC1)=O)=NC(N1CCCCC1)=O. The catalyst is CO.O. The product is [CH2:1]([O:8][C:9]1[CH:16]=[CH:15][CH:14]=[CH:13][C:10]=1[CH2:11][O:12][C:25]1[C:24]([F:27])=[CH:23][C:22]([CH2:28][CH2:29][C:30]([O:32][CH2:33][CH3:34])=[O:31])=[CH:21][C:20]=1[F:19])[C:2]1[CH:3]=[CH:4][CH:5]=[CH:6][CH:7]=1. The yield is 0.290. (2) The reactants are [CH:1]([O:4][C:5]1[CH:6]=[C:7]([CH:17]=[C:18]([O:20][C:21]2[CH:26]=[CH:25][CH:24]=[CH:23][CH:22]=2)[CH:19]=1)[C:8]([NH:10][C:11]1[S:12][C:13](Br)=[CH:14][N:15]=1)=[O:9])([CH3:3])[CH3:2].[CH3:27][O:28][C:29](=[O:33])[CH2:30][CH2:31][SH:32]. No catalyst specified. The product is [CH3:27][O:28][C:29](=[O:33])[CH2:30][CH2:31][S:32][C:13]1[S:12][C:11]([NH:10][C:8](=[O:9])[C:7]2[CH:17]=[C:18]([O:20][C:21]3[CH:26]=[CH:25][CH:24]=[CH:23][CH:22]=3)[CH:19]=[C:5]([O:4][CH:1]([CH3:3])[CH3:2])[CH:6]=2)=[N:15][CH:14]=1. The yield is 0.0700. (3) The reactants are [CH:1]1[C:14]2[NH:13][C:12]3[C:7](=[CH:8][CH:9]=[CH:10][CH:11]=3)[S:6][C:5]=2[CH:4]=[CH:3][CH:2]=1.I[C:16]1[CH:21]=[CH:20][CH:19]=[CH:18][N:17]=1.C(=O)([O-])[O-].[K+].[K+].C1OCCOCCOCCOCCOCCOC1. The catalyst is ClC1C=CC=CC=1Cl.[Cu]. The product is [N:17]1[CH:18]=[CH:19][CH:20]=[CH:21][C:16]=1[N:13]1[C:14]2[CH:1]=[CH:2][CH:3]=[CH:4][C:5]=2[S:6][C:7]2[C:12]1=[CH:11][CH:10]=[CH:9][CH:8]=2. The yield is 0.700. (4) The reactants are [CH:1]([N:4]1[C:12]2[CH:11]=[C:10]([C:13]3[CH:18]=[CH:17][N:16]=[N:15][CH:14]=3)[CH:9]=[C:8]([C:19]([O:21]C)=[O:20])[C:7]=2[C:6]([CH3:23])=[CH:5]1)([CH3:3])[CH3:2].CO.[OH-].[Li+].O. The catalyst is O1CCCC1. The product is [CH:1]([N:4]1[C:12]2[CH:11]=[C:10]([C:13]3[CH:18]=[CH:17][N:16]=[N:15][CH:14]=3)[CH:9]=[C:8]([C:19]([OH:21])=[O:20])[C:7]=2[C:6]([CH3:23])=[CH:5]1)([CH3:3])[CH3:2]. The yield is 0.950. (5) The product is [CH2:1]([O:8][C:9]1[CH:18]=[C:17]2[C:12]([C:13]([NH:31][C:30]3[CH:32]=[CH:33][C:34]([O:35][CH2:36][C:37]4[CH:42]=[CH:41][CH:40]=[C:39]([F:43])[CH:38]=4)=[C:28]([Cl:27])[CH:29]=3)=[N:14][CH:15]=[N:16]2)=[C:11]([O:20][CH:21]2[CH2:22][CH2:23][O:24][CH2:25]2)[CH:10]=1)[C:2]1[CH:3]=[CH:4][CH:5]=[CH:6][CH:7]=1. The reactants are [CH2:1]([O:8][C:9]1[CH:18]=[C:17]2[C:12]([C:13](=O)[NH:14][CH:15]=[N:16]2)=[C:11]([O:20][CH:21]2C[CH2:25][O:24][CH2:23][CH2:22]2)[CH:10]=1)[C:2]1[CH:7]=[CH:6][CH:5]=[CH:4][CH:3]=1.[Cl:27][C:28]1[CH:29]=[C:30]([CH:32]=[CH:33][C:34]=1[O:35][CH2:36][C:37]1[CH:42]=[CH:41][CH:40]=[C:39]([F:43])[CH:38]=1)[NH2:31]. No catalyst specified. The yield is 0.700. (6) The reactants are [CH3:1][O:2][C:3]1[C:4]([O:12][CH2:13][CH2:14][CH3:15])=[C:5]([CH:9]=[CH:10][CH:11]=1)[CH2:6][NH:7][CH3:8].CNCC1C=CC2C(=CC=CC=2)C=1CCC.[ClH:32].[N:33]1([CH2:39][CH2:40][N:41]2[CH2:46][C:45]3[CH:47]=[C:48](/[CH:51]=[CH:52]/[C:53]([OH:55])=O)[CH:49]=[N:50][C:44]=3[NH:43][C:42]2=[O:56])[CH2:38][CH2:37][O:36][CH2:35][CH2:34]1. The yield is 0.350. No catalyst specified. The product is [ClH:32].[CH3:1][O:2][C:3]1[C:4]([O:12][CH2:13][CH2:14][CH3:15])=[C:5]([CH:9]=[CH:10][CH:11]=1)[CH2:6][N:7]([CH3:8])[C:53](=[O:55])/[CH:52]=[CH:51]/[C:48]1[CH:49]=[N:50][C:44]2[NH:43][C:42](=[O:56])[N:41]([CH2:40][CH2:39][N:33]3[CH2:34][CH2:35][O:36][CH2:37][CH2:38]3)[CH2:46][C:45]=2[CH:47]=1. (7) The catalyst is CO. The product is [CH2:1]([N:8]1[CH2:13][CH2:12][CH2:11][C@@H:10]([N:14]2[CH2:23][CH2:22][C:21]3[C:16](=[CH:17][CH:18]=[C:19]([OH:24])[CH:20]=3)[C:15]2=[O:26])[CH2:9]1)[C:2]1[CH:3]=[CH:4][CH:5]=[CH:6][CH:7]=1. The yield is 0.260. The reactants are [CH2:1]([N:8]1[CH2:13][CH2:12][CH2:11][C@@H:10]([N:14]2[CH2:23][CH2:22][C:21]3[C:16](=[CH:17][CH:18]=[C:19]([O:24]C)[CH:20]=3)[C:15]2=[O:26])[CH2:9]1)[C:2]1[CH:7]=[CH:6][CH:5]=[CH:4][CH:3]=1. (8) The reactants are [CH3:1][N:2]([S:22]([C:25]1[S:26][CH:27]=[CH:28][CH:29]=1)(=[O:24])=[O:23])[C:3]1[CH:4]=[CH:5][CH:6]=[C:7]2[C:11]=1[NH:10][C:9]([C:12]1[S:13][C:14]([CH2:17][CH2:18][C:19]([OH:21])=O)=[CH:15][N:16]=1)=[CH:8]2.[N:30]1(O)C2C=CC=CC=2N=[N:31]1.Cl.CN(C)CCCN=C=NCC.O.NN. The catalyst is O.CN(C)C=O. The product is [NH:30]([C:19](=[O:21])[CH2:18][CH2:17][C:14]1[S:13][C:12]([C:9]2[NH:10][C:11]3[C:7]([CH:8]=2)=[CH:6][CH:5]=[CH:4][C:3]=3[N:2]([CH3:1])[S:22]([C:25]2[S:26][CH:27]=[CH:28][CH:29]=2)(=[O:24])=[O:23])=[N:16][CH:15]=1)[NH2:31]. The yield is 0.570.